From a dataset of Forward reaction prediction with 1.9M reactions from USPTO patents (1976-2016). Predict the product of the given reaction. (1) The product is: [CH2:6]([O:13][C:14]1[CH:23]=[C:22]([CH:64]2[CH2:65][CH2:66][CH2:61]2)[CH:21]=[CH:20][C:15]=1[C:16]([O:18][CH3:19])=[O:17])[C:7]1[CH:12]=[CH:11][CH:10]=[CH:9][CH:8]=1. Given the reactants BrCCBr.[Mg].[CH2:6]([O:13][C:14]1[CH:23]=[C:22](I)[CH:21]=[CH:20][C:15]=1[C:16]([O:18][CH3:19])=[O:17])[C:7]1[CH:12]=[CH:11][CH:10]=[CH:9][CH:8]=1.[C:65]1(P([C:61]2[CH:66]=[CH:65][CH:64]=CC=2)[C:65]2[C:64]3O[C:64]4[C:65](=[CH:66][CH:61]=CC=4P([C:65]4[CH:64]=CC=[CH:61][CH:66]=4)[C:65]4[CH:64]=CC=[CH:61][CH:66]=4)C(C)(C)C=3C=[CH:61][CH:66]=2)[CH:64]=CC=[CH:61][CH:66]=1, predict the reaction product. (2) The product is: [CH3:1][C:2]1([CH3:23])[C:10]2[C:5](=[CH:6][C:7]([CH3:22])=[C:8]([O:11][C:12]3[O:13][CH:14]=[C:15]([C:17]([OH:19])=[O:18])[N:16]=3)[CH:9]=2)[CH2:4][CH2:3]1. Given the reactants [CH3:1][C:2]1([CH3:23])[C:10]2[C:5](=[CH:6][C:7]([CH3:22])=[C:8]([O:11][C:12]3[O:13][CH:14]=[C:15]([C:17]([O:19]CC)=[O:18])[N:16]=3)[CH:9]=2)[CH2:4][CH2:3]1.C(C1C=CC(C)=C(C=1)OC1OC=C(C(O)=O)N=1)(C)(C)C, predict the reaction product. (3) Given the reactants [Br:1][C:2]1[CH:7]=[CH:6][C:5]([Cl:8])=[CH:4][C:3]=1[C@H:9]([NH:11][C:12](=[O:18])[O:13][C:14]([CH3:17])([CH3:16])[CH3:15])[CH3:10].[C:19](O[C:19]([O:21][C:22]([CH3:25])([CH3:24])[CH3:23])=[O:20])([O:21][C:22]([CH3:25])([CH3:24])[CH3:23])=[O:20], predict the reaction product. The product is: [Br:1][C:2]1[CH:7]=[CH:6][C:5]([Cl:8])=[CH:4][C:3]=1[C@H:9]([N:11]([C:19]([O:21][C:22]([CH3:25])([CH3:24])[CH3:23])=[O:20])[C:12]([O:13][C:14]([CH3:17])([CH3:16])[CH3:15])=[O:18])[CH3:10]. (4) The product is: [NH2:18][C:9]1[CH:10]=[C:11]([C:14]([F:16])([F:17])[F:15])[CH:12]=[CH:13][C:8]=1[NH:7][CH:4]1[CH2:5][CH2:6][O:1][CH2:2][CH2:3]1. Given the reactants [O:1]1[CH2:6][CH2:5][CH:4]([NH:7][C:8]2[CH:13]=[CH:12][C:11]([C:14]([F:17])([F:16])[F:15])=[CH:10][C:9]=2[N+:18]([O-])=O)[CH2:3][CH2:2]1.[H][H], predict the reaction product. (5) Given the reactants [Na].[CH3:2][O:3][C:4]1[CH:9]=[CH:8][CH:7]=[C:6]([O:10][CH3:11])[C:5]=1[C:12](=O)[CH2:13][C:14](=O)[C:15]([O:17][CH2:18][CH3:19])=[O:16].FC(F)(F)C(O)=O.[CH2:29]([NH:33][NH2:34])[CH:30]([CH3:32])[CH3:31].Cl, predict the reaction product. The product is: [CH3:2][O:3][C:4]1[CH:9]=[CH:8][CH:7]=[C:6]([O:10][CH3:11])[C:5]=1[C:12]1[N:33]([CH2:29][CH:30]([CH3:32])[CH3:31])[N:34]=[C:14]([C:15]([O:17][CH2:18][CH3:19])=[O:16])[CH:13]=1. (6) Given the reactants O=[CH:2][CH2:3][N:4]([C:13]1[CH:18]=[CH:17][CH:16]=[CH:15][C:14]=1[O:19][C:20]([F:23])([F:22])[F:21])[C:5]([CH:7]1[CH2:12][CH2:11][CH2:10][CH2:9][CH2:8]1)=[O:6].[N:24]1[C:33]2[C:28](=[CH:29][CH:30]=[CH:31][C:32]=2[N:34]2[CH2:39][CH2:38][NH:37][CH2:36][CH2:35]2)[CH:27]=[CH:26][CH:25]=1.C(O)(=O)C.[OH-].[Na+], predict the reaction product. The product is: [CH:7]1([C:5]([N:4]([C:13]2[CH:18]=[CH:17][CH:16]=[CH:15][C:14]=2[O:19][C:20]([F:22])([F:21])[F:23])[CH2:3][CH2:2][N:37]2[CH2:38][CH2:39][N:34]([C:32]3[CH:31]=[CH:30][CH:29]=[C:28]4[C:33]=3[N:24]=[CH:25][CH:26]=[CH:27]4)[CH2:35][CH2:36]2)=[O:6])[CH2:8][CH2:9][CH2:10][CH2:11][CH2:12]1. (7) Given the reactants [O:1]=[C:2]1[O:6][CH2:5][C@:4]2([CH2:10][CH2:9][C@@H:8]([C:11]3[CH:25]=[CH:24][C:14](/[CH:15]=[C:16](\[CH2:20][C:21]([OH:23])=[O:22])/[C:17]([OH:19])=[O:18])=[CH:13][CH:12]=3)[CH2:7]2)[NH:3]1, predict the reaction product. The product is: [O:1]=[C:2]1[O:6][CH2:5][C@:4]2([CH2:10][CH2:9][C@@H:8]([C:11]3[CH:25]=[CH:24][C:14]([CH2:15][CH:16]([CH2:20][C:21]([OH:23])=[O:22])[C:17]([OH:19])=[O:18])=[CH:13][CH:12]=3)[CH2:7]2)[NH:3]1. (8) Given the reactants C(OC([NH:8][CH2:9][CH2:10][CH2:11][N:12]1[C:21]2[C:22]3[CH:23]=[CH:24][CH:25]=[CH:26][C:27]=3[C:28](=[O:29])[C:20]=2[C:19]2[C:14](=[CH:15][C:16]([NH:30][C:31](=[O:38])[CH2:32][CH2:33][C:34]([O:36][CH3:37])=[O:35])=[CH:17][CH:18]=2)[C:13]1=[O:39])=O)(C)(C)C.FC(F)(F)C(O)=O, predict the reaction product. The product is: [NH2:8][CH2:9][CH2:10][CH2:11][N:12]1[C:21]2[C:22]3[CH:23]=[CH:24][CH:25]=[CH:26][C:27]=3[C:28](=[O:29])[C:20]=2[C:19]2[C:14](=[CH:15][C:16]([NH:30][C:31](=[O:38])[CH2:32][CH2:33][C:34]([O:36][CH3:37])=[O:35])=[CH:17][CH:18]=2)[C:13]1=[O:39]. (9) Given the reactants CO[C:3]1[CH:4]=[CH:5][C:6]([CH2:9][C:10]([OH:12])=[O:11])=[N:7][CH:8]=1.Br[C:14]1C=CC(OC)=CN=1, predict the reaction product. The product is: [CH3:14][C:3]1[CH:4]=[CH:5][C:6]([CH2:9][C:10]([OH:12])=[O:11])=[N:7][CH:8]=1. (10) Given the reactants [Br:1][C:2]1[CH:3]=[N:4][CH:5]=[C:6]2[C:11]=1[N:10]=[C:9](C(O)=O)[CH:8]=[CH:7]2.C([N:17]([CH2:20]C)CC)C.C1(P(N=[N+]=[N-])(C2C=CC=CC=2)=[O:29])C=CC=CC=1.CCOC(C)=O.[C:45]([OH:49])([CH3:48])([CH3:47])[CH3:46], predict the reaction product. The product is: [C:45]([O:49][C:20](=[O:29])[NH:17][C:9]1[CH:8]=[CH:7][C:6]2[C:11](=[C:2]([Br:1])[CH:3]=[N:4][CH:5]=2)[N:10]=1)([CH3:48])([CH3:47])[CH3:46].